This data is from Forward reaction prediction with 1.9M reactions from USPTO patents (1976-2016). The task is: Predict the product of the given reaction. (1) Given the reactants S([O-])(O)(=O)=O.[CH3:6][O:7][C:8]1[CH:13]=[C:12]([NH:14][C:15]2[CH:20]=[CH:19][CH:18]=[CH:17][CH:16]=2)[CH:11]=[CH:10][C:9]=1[N+:21]#[N:22].[F:23][P-:24]([F:29])([F:28])([F:27])([F:26])[F:25].[K+], predict the reaction product. The product is: [F:23][P-:24]([F:29])([F:28])([F:27])([F:26])[F:25].[CH3:6][O:7][C:8]1[CH:13]=[C:12]([NH:14][C:15]2[CH:20]=[CH:19][CH:18]=[CH:17][CH:16]=2)[CH:11]=[CH:10][C:9]=1[N+:21]#[N:22]. (2) Given the reactants Cl[C:2]1[CH:7]=[N:6][CH:5]=[C:4]([Cl:8])[N:3]=1.[NH:9]1[CH2:14][CH2:13][CH:12]([C:15]([O:17][CH2:18][CH3:19])=[O:16])[CH2:11][CH2:10]1.C(N(CC)CC)C, predict the reaction product. The product is: [Cl:8][C:4]1[N:3]=[C:2]([N:9]2[CH2:14][CH2:13][CH:12]([C:15]([O:17][CH2:18][CH3:19])=[O:16])[CH2:11][CH2:10]2)[CH:7]=[N:6][CH:5]=1. (3) Given the reactants Br[C:2]1[CH:3]=[C:4]2[C:10]([C:11]3[CH:12]=[N:13][N:14]([CH2:16][C:17]4[CH:22]=[CH:21][CH:20]=[C:19]([F:23])[CH:18]=4)[CH:15]=3)=[CH:9][N:8]([S:24]([C:27]3[CH:33]=[CH:32][C:30]([CH3:31])=[CH:29][CH:28]=3)(=[O:26])=[O:25])[C:5]2=[N:6][CH:7]=1.CC1(C)C(C)(C)OB([C:42]2[CH:47]=[CH:46][C:45]([N:48]3[CH2:53][CH2:52][CH:51]([OH:54])[CH2:50][CH2:49]3)=[CH:44][CH:43]=2)O1.C(=O)([O-])[O-].[Na+].[Na+], predict the reaction product. The product is: [F:23][C:19]1[CH:18]=[C:17]([CH:22]=[CH:21][CH:20]=1)[CH2:16][N:14]1[CH:15]=[C:11]([C:10]2[C:4]3[C:5](=[N:6][CH:7]=[C:2]([C:42]4[CH:47]=[CH:46][C:45]([N:48]5[CH2:53][CH2:52][CH:51]([OH:54])[CH2:50][CH2:49]5)=[CH:44][CH:43]=4)[CH:3]=3)[N:8]([S:24]([C:27]3[CH:28]=[CH:29][C:30]([CH3:31])=[CH:32][CH:33]=3)(=[O:25])=[O:26])[CH:9]=2)[CH:12]=[N:13]1. (4) Given the reactants [OH-].[K+].[Cl:3][C:4]1[CH:5]=[C:6]([OH:11])[CH:7]=[CH:8][C:9]=1[F:10].Br[CH2:13][C:14]([O:16]C)=[O:15].O, predict the reaction product. The product is: [Cl:3][C:4]1[CH:5]=[C:6]([CH:7]=[CH:8][C:9]=1[F:10])[O:11][CH2:13][C:14]([OH:16])=[O:15]. (5) Given the reactants [I:1][C:2]1[CH:10]=[C:9]([C:11]([O:13][CH3:14])=[O:12])[CH:8]=[C:7]2[C:3]=1[CH:4]=[CH:5][NH:6]2.[OH-].[K+].I[CH2:18][CH2:19][CH2:20][CH3:21], predict the reaction product. The product is: [CH2:18]([N:6]1[C:7]2[C:3](=[C:2]([I:1])[CH:10]=[C:9]([C:11]([O:13][CH3:14])=[O:12])[CH:8]=2)[CH:4]=[CH:5]1)[CH2:19][CH2:20][CH3:21]. (6) The product is: [CH2:1]([O:3][C:4](=[O:16])[CH2:5][N:6]1[C:14]2[C:9](=[CH:10][CH:11]=[C:12]([O:15][CH2:27][C:26]3[C:21]([CH2:20][CH2:19][O:18][CH3:17])=[N:22][C:23]([C:29]4[CH:30]=[N:31][C:32]([C:35]([F:38])([F:37])[F:36])=[CH:33][CH:34]=4)=[N:24][CH:25]=3)[CH:13]=2)[CH:8]=[CH:7]1)[CH3:2]. Given the reactants [CH2:1]([O:3][C:4](=[O:16])[CH2:5][N:6]1[C:14]2[C:9](=[CH:10][CH:11]=[C:12]([OH:15])[CH:13]=2)[CH:8]=[CH:7]1)[CH3:2].[CH3:17][O:18][CH2:19][CH2:20][C:21]1[C:26]([CH2:27]O)=[CH:25][N:24]=[C:23]([C:29]2[CH:30]=[N:31][C:32]([C:35]([F:38])([F:37])[F:36])=[CH:33][CH:34]=2)[N:22]=1.C(P(CCCC)CCCC)CCC.CN(C)C(N=NC(N(C)C)=O)=O, predict the reaction product. (7) Given the reactants [Si:1]([O:8][C@H:9]([CH2:28][CH:29]=C)[C:10]([O:12][CH2:13][C@H:14]([NH:21][C:22](=[O:27])[CH2:23][CH2:24][CH:25]=C)[C:15]1[CH:20]=[CH:19][CH:18]=[CH:17][CH:16]=1)=[O:11])([C:4]([CH3:7])([CH3:6])[CH3:5])([CH3:3])[CH3:2], predict the reaction product. The product is: [Si:1]([O:8][C@H:9]1[C:10](=[O:11])[O:12][CH2:13][C@@H:14]([C:15]2[CH:16]=[CH:17][CH:18]=[CH:19][CH:20]=2)[NH:21][C:22](=[O:27])[CH2:23][CH2:24][CH:25]=[CH:29][CH2:28]1)([C:4]([CH3:6])([CH3:7])[CH3:5])([CH3:2])[CH3:3].